This data is from Peptide-MHC class I binding affinity with 185,985 pairs from IEDB/IMGT. The task is: Regression. Given a peptide amino acid sequence and an MHC pseudo amino acid sequence, predict their binding affinity value. This is MHC class I binding data. (1) The peptide sequence is KGAVDLSHFL. The MHC is HLA-A02:06 with pseudo-sequence HLA-A02:06. The binding affinity (normalized) is 0.180. (2) The peptide sequence is NFSIIELPY. The MHC is HLA-A03:01 with pseudo-sequence HLA-A03:01. The binding affinity (normalized) is 0.392. (3) The peptide sequence is RMYNPTNILDV. The MHC is Mamu-A11 with pseudo-sequence Mamu-A11. The binding affinity (normalized) is 0.533. (4) The peptide sequence is EMKTDAATL. The MHC is HLA-B57:01 with pseudo-sequence HLA-B57:01. The binding affinity (normalized) is 0. (5) The peptide sequence is IAHVRDVVM. The MHC is HLA-A02:19 with pseudo-sequence HLA-A02:19. The binding affinity (normalized) is 0.0847. (6) The peptide sequence is WVFGSTMNNK. The MHC is HLA-A68:01 with pseudo-sequence YYAMYRNNVAQTDVDTLYIMYRDYTWAVWAYTWY. The binding affinity (normalized) is 0.891.